From a dataset of Catalyst prediction with 721,799 reactions and 888 catalyst types from USPTO. Predict which catalyst facilitates the given reaction. (1) Reactant: [OH-].[Li+].C([O:6][C:7]1[CH:16]=[CH:15][C:10]([C:11]([O:13]C)=[O:12])=[CH:9][C:8]=1[CH2:17][CH:18]=[C:19]([CH3:21])[CH3:20])(=O)C.C1COCC1.CO.O.Cl. Product: [OH:6][C:7]1[CH:16]=[CH:15][C:10]([C:11]([OH:13])=[O:12])=[CH:9][C:8]=1[CH2:17][CH:18]=[C:19]([CH3:21])[CH3:20]. The catalyst class is: 1. (2) The catalyst class is: 158. Product: [ClH:35].[ClH:39].[ClH:35].[Cl:35][C:32]1[C:31]([F:36])=[CH:30][C:29]([F:37])=[C:28]2[C:33]=1[CH:34]=[C:25]([C:23]1[C:22]([NH2:38])=[N:21][CH:20]=[C:19]([C:17]3[CH:16]=[N:15][N:14]([CH:11]4[CH2:10][CH2:9][NH:8][CH2:13][CH2:12]4)[CH:18]=3)[CH:24]=1)[N:26]=[CH:27]2. Reactant: C(OC([N:8]1[CH2:13][CH2:12][CH:11]([N:14]2[CH:18]=[C:17]([C:19]3[CH:20]=[N:21][C:22]([NH2:38])=[C:23]([C:25]4[N:26]=[CH:27][C:28]5[C:33]([CH:34]=4)=[C:32]([Cl:35])[C:31]([F:36])=[CH:30][C:29]=5[F:37])[CH:24]=3)[CH:16]=[N:15]2)[CH2:10][CH2:9]1)=O)(C)(C)C.[ClH:39]. (3) Reactant: [CH3:1][C:2]1[C:7]([CH:8]2[CH2:13][CH:12](CS([O-])(=O)=O)[CH2:11][CH2:10][O:9]2)=[CH:6][CH:5]=[C:4]([CH3:19])[N:3]=1.C([O-])([O-])=O.[Cs+].[Cs+].[F:26][C:27]([F:36])([F:35])[C:28]1[CH:29]=[C:30]([SH:34])[CH:31]=[CH:32][CH:33]=1. Product: [CH3:1][C:2]1[C:7]([CH:8]2[CH2:13][CH:12]([S:34][C:30]3[CH:31]=[CH:32][CH:33]=[C:28]([C:27]([F:26])([F:35])[F:36])[CH:29]=3)[CH2:11][CH2:10][O:9]2)=[CH:6][CH:5]=[C:4]([CH3:19])[N:3]=1. The catalyst class is: 634. (4) Reactant: [F:1][C:2]1[CH:21]=[N:20][CH:19]=[CH:18][C:3]=1[C:4]([NH:6][C:7]1[CH:12]=[C:11]([C:13]([F:16])([F:15])[F:14])[CH:10]=[CH:9][C:8]=1[OH:17])=O.O1CCCC1.C1(P(C2C=CC=CC=2)C2C=CC=CC=2)C=CC=CC=1.N(C(OCC)=O)=NC(OCC)=O. Product: [F:1][C:2]1[CH:21]=[N:20][CH:19]=[CH:18][C:3]=1[C:4]1[O:17][C:8]2[CH:9]=[CH:10][C:11]([C:13]([F:16])([F:15])[F:14])=[CH:12][C:7]=2[N:6]=1. The catalyst class is: 11.